Dataset: Experimentally validated miRNA-target interactions with 360,000+ pairs, plus equal number of negative samples. Task: Binary Classification. Given a miRNA mature sequence and a target amino acid sequence, predict their likelihood of interaction. (1) The miRNA is mmu-miR-149-5p with sequence UCUGGCUCCGUGUCUUCACUCCC. The protein sequence of the target gene is MGASDPEVAPWAPGGAAGMAGAGAGAGARGGAPAGVEARARDPPPAHRAHPRHPRPAAQPSARRMDGGPGAPGSGDNAPTTEALFVALGAGVTALSHPLLYVKLLIQVGHEPMPPTLGTNVLGRKVLYLPSFFTYAKYIVQVDGKIGLFRGLSPRLMSNALSTVTRGSMKKVFPPDEMEQVSNKDDMKTSLKKVVKETSYEMMMQCVSRMLAHPLHVISMRCMVQFVGREAKYSGVLSSIGKIFKEEGLLGFFVGLIPHLLGDVVFLWGCNLLAHFINAYLVDDSVSDTPGGLGNDQNPG.... Result: 1 (interaction). (2) The miRNA is hsa-miR-1245a with sequence AAGUGAUCUAAAGGCCUACAU. The protein sequence of the target gene is MAAQGVGPGPGSAAPPGLEAARQKLALRRKKVLSTEEMELYELAQAAGGAIDPDVFKILVDLLKLNVAPLAVFQMLKSMCAGQRLASEPQDPAAVSLPTSSVPETRGRNKGSAALGGALALAERSSREGSSQRMPRQPSATRLPKGGGPGKSPTRGST. Result: 0 (no interaction). (3) The miRNA is hsa-miR-652-5p with sequence CAACCCUAGGAGAGGGUGCCAUUCA. The protein sequence of the target gene is MGVKTFTHSSSSHSQEMLGKLNMLRNDGHFCDITIRVQDKIFRAHKVVLAACSDFFRTKLVGQTEDENKNVLDLHHVTVTGFIPLLEYAYTATLSINTENIIDVLAAASYMQMFSVASTCSEFMKSSILWNTPNSQPEKSLDAGQENSSNCNFTSRDGSISPVSSECSAVERTIPVCRESRRKRKSYIVMSPESPVKCSTQTSSPQVLNSSASYAENRSQPVDSSLAFPWTFPFGIDRRIQPEKAKQAENTRTLELPGPSEAGRRVADYVTCESTKPTLPLGTEEDVRVKVERLSDEEVH.... Result: 0 (no interaction).